This data is from Full USPTO retrosynthesis dataset with 1.9M reactions from patents (1976-2016). The task is: Predict the reactants needed to synthesize the given product. (1) Given the product [CH3:12][C:13]1[CH:18]=[CH:17][C:16]([C:2]2[C:7]([C:8]([F:11])([F:10])[F:9])=[CH:6][CH:5]=[CH:4][N:3]=2)=[CH:15][CH:14]=1, predict the reactants needed to synthesize it. The reactants are: Cl[C:2]1[C:7]([C:8]([F:11])([F:10])[F:9])=[CH:6][CH:5]=[CH:4][N:3]=1.[CH3:12][C:13]1[CH:18]=[CH:17][C:16](B(O)O)=[CH:15][CH:14]=1.C([O-])([O-])=O.[Na+].[Na+]. (2) Given the product [CH3:1][C:2]1[CH:7]=[CH:6][CH:5]=[CH:4][C:3]=1[C:8]1[C:19](=[O:20])[N:18]([C@H:22]2[CH2:23][CH2:24][O:40][CH2:21]2)[C:11]2[N:12]=[C:13]([S:16][CH3:17])[N:14]=[CH:15][C:10]=2[CH:9]=1, predict the reactants needed to synthesize it. The reactants are: [CH3:1][C:2]1[CH:7]=[CH:6][CH:5]=[CH:4][C:3]=1[C:8]1[C:19](=[O:20])[NH:18][C:11]2[N:12]=[C:13]([S:16][CH3:17])[N:14]=[CH:15][C:10]=2[CH:9]=1.[C:21]1(P([C:22]2[CH:21]=CC=[CH:24][CH:23]=2)[C:22]2[CH:21]=CC=[CH:24][CH:23]=2)C=C[CH:24]=[CH:23][CH:22]=1.[OH2:40].